This data is from Forward reaction prediction with 1.9M reactions from USPTO patents (1976-2016). The task is: Predict the product of the given reaction. (1) The product is: [NH:1]1[CH:5]=[CH:4][C:3]([N:6]2[C:20](=[O:21])[C:19]3[C:14](=[CH:15][CH:16]=[CH:17][CH:18]=3)[C:13]2=[O:22])=[N:2]1. Given the reactants [NH:1]1[CH:5]=[CH:4][C:3]([NH2:6])=[N:2]1.C(OC(N1[C:20](=[O:21])[C:19]2[C:14](=[CH:15][CH:16]=[CH:17][CH:18]=2)[C:13]1=[O:22])=O)C, predict the reaction product. (2) Given the reactants [Cl:1][C:2]1[C:3]([NH:19][CH2:20][C:21]2[CH:26]=[CH:25][CH:24]=[C:23]([O:27]C)[CH:22]=2)=[N:4][C:5]([NH:8][C:9]2[CH:10]=[C:11]([CH2:15][CH2:16][CH2:17]O)[CH:12]=[CH:13][CH:14]=2)=[N:6][CH:7]=1.B(Br)(Br)[Br:30].C([O-])(O)=O.[Na+], predict the reaction product. The product is: [Br:30][CH2:17][CH2:16][CH2:15][C:11]1[CH:10]=[C:9]([NH:8][C:5]2[N:4]=[C:3]([NH:19][CH2:20][C:21]3[CH:22]=[C:23]([OH:27])[CH:24]=[CH:25][CH:26]=3)[C:2]([Cl:1])=[CH:7][N:6]=2)[CH:14]=[CH:13][CH:12]=1.